Dataset: Human Reference Interactome with 51,813 positive PPI pairs across 8,248 proteins, plus equal number of experimentally-validated negative pairs. Task: Binary Classification. Given two protein amino acid sequences, predict whether they physically interact or not. (1) Protein 1 (ENSG00000108107) has sequence MSAHLQWMVVRNCSSFLIKRNKQTYSTEPNNLKARNSFRYNGLIHRKTVGVEPAADGKGVVVVIKRRSGQRKPATSYVRTTINKNARATLSSIRHMIRKNKYRPDLRMAAIRRASAILRSQKPVMVKRKRTRPTKSS*MSAHLQWMVVRNCSSFLIKRNKQTYSTEPNNLKARNSFRYNGLIHRKTVGVEPAADGKGVVVVIKRRSE*MSAHLQWMVVRNCSSFLIKRNKQTYSTEPNNLKARNSFRYNGLIHRKTVGVEPAADGKGVVVVIKRRSGEFCLVWARERPLSRVWEL*MSAH.... Protein 2 (ENSG00000232119) has sequence MGKGRFDEKENVSNCIQLKTSVIKGIKNQLIEQFPGIEPWLNQIMPKKDPVKIVRCHEHIEILTVNGELLFFRQREGPFYPTLRLLHKYPFILPHQQVDKGAIKFVLSGANIMCPGLTSPGAKLYPAAVDTIVAIMAEGKQHALCVGVMKMSAEDIEKVNKGIGIENIHYLNDGLWHMKTYK*MFKKFDEKENVSNCIQLKTSVIKGIKNQLIEQFPGIEPWLNQIMPKKDPVKIVRCHEHIEILTVNGELLFFRQREGPFYPTLRLLHKYPFILPHQQVDKGAIKFVLSGANIMCPGLT.... Result: 0 (the proteins do not interact). (2) Protein 1 (ENSG00000182173) has sequence MEPEPEPAAVEVPAGRVLSARELFAARSRSQKLPQRSHGPKDFLPDGSAAQAERLRRCREELWQLLAEQRVERLGSLVAAEWRPEEGFVELKSPAGKFWQTMGFSEQGRQRLHPEEALYLLECGSIHLFHQDLPLSIQEAYQLLLTDHTVTFLQYQVFSHLKRLGYVVRRFQPSSVLSPYERQLNLDASVQHLEDGDGKRKRSSSSPRSINKKAKALDNSLQPKSLAASSPPPCSQPSQCPEEKPQESSPMKGPGGPFQLLGSLGPSPGPAREGVGCSWESGRAENGVTGAGKRRWNFEQ.... Protein 2 (ENSG00000196911) has sequence MDAMASPGKDNYRMKSYKNKALNPQEMRRRREEEGIQLRKQKREEQLFKRRNVYLPRNDESMLESPIQDPDISSTVPIPEEEVVTTDMVQMIFSNNADQQLTATQKFRKLLSKEPNPPIDQVIQKPGVVQRFVKFLERNENCTLQFEAAWALTNIASGTFLHTKVVIETGAVPIFIKLLNSEHEDVQEQAVWALGNIAGDNAECRDFVLNCEILPPLLELLTNSNRLTTTRNAVWALSNLCRGKNPPPNFSKVSPCLNVLSRLLFSSDPDVLADVCWALSYLSDGPNDKIQAVIDSGVCR.... Result: 1 (the proteins interact).